This data is from Peptide-MHC class I binding affinity with 185,985 pairs from IEDB/IMGT. The task is: Regression. Given a peptide amino acid sequence and an MHC pseudo amino acid sequence, predict their binding affinity value. This is MHC class I binding data. (1) The peptide sequence is EPIPMATYGW. The MHC is HLA-B53:01 with pseudo-sequence HLA-B53:01. The binding affinity (normalized) is 0.761. (2) The peptide sequence is TVFKGFVNK. The MHC is HLA-B08:01 with pseudo-sequence HLA-B08:01. The binding affinity (normalized) is 0.0847. (3) The peptide sequence is GLIEEMASA. The MHC is HLA-B58:01 with pseudo-sequence HLA-B58:01. The binding affinity (normalized) is 0.0847. (4) The peptide sequence is MTRRRVLSV. The MHC is HLA-A24:03 with pseudo-sequence HLA-A24:03. The binding affinity (normalized) is 0.213.